The task is: Predict the product of the given reaction.. This data is from Forward reaction prediction with 1.9M reactions from USPTO patents (1976-2016). (1) The product is: [Cl:8][C:9]1[C:10]([NH:31][C@@H:32]2[C@@H:37]3[CH2:38][C@@H:34]([CH:35]=[CH:36]3)[C@@H:33]2[C:39]([NH2:41])=[O:40])=[C:11]2[N:17]=[C:16]([C:18]3[CH:23]=[CH:22][C:21]([CH2:24][N:25]4[CH2:26][CH2:27][N:44]([CH3:45])[CH2:43][CH2:30]4)=[CH:20][C:19]=3[O:5][CH3:3])[NH:15][C:12]2=[N:13][CH:14]=1. Given the reactants FC(F)(F)[C:3]([OH:5])=O.[Cl:8][C:9]1[C:10]([NH:31][C@@H:32]2[C@@H:37]3[CH2:38][C@@H:34]([CH:35]=[CH:36]3)[C@@H:33]2[C:39]([NH2:41])=[O:40])=[C:11]2[N:17]=[C:16]([C:18]3[CH:23]=[CH:22][C:21]([CH2:24][N:25]4[CH2:30]CO[CH2:27][CH2:26]4)=[CH:20][CH:19]=3)[NH:15][C:12]2=[N:13][CH:14]=1.N[C:43]1C(N)=C(N[C@@H]2[C@@H]3C[C@@H](C=C3)[C@@H]2C(N)=O)C(Cl)=[CH:45][N:44]=1, predict the reaction product. (2) Given the reactants Cl[C:2]1[CH:3]=[C:4]([C:8]#[C:9][C:10]2[NH:11][O:12][CH:13]3[NH:17][CH2:16][CH2:15][C:14]=23)[CH:5]=[CH:6][CH:7]=1.ClC1C=C(C#CC2C3CCN(C(OC(C)(C)C)=O)C3O[N:28]=2)C=CC=1, predict the reaction product. The product is: [CH3:3][C:2]1[N:28]=[C:4]([C:8]#[C:9][C:10]2[NH:11][O:12][CH:13]3[NH:17][CH2:16][CH2:15][C:14]=23)[CH:5]=[CH:6][CH:7]=1.